From a dataset of Peptide-MHC class I binding affinity with 185,985 pairs from IEDB/IMGT. Regression. Given a peptide amino acid sequence and an MHC pseudo amino acid sequence, predict their binding affinity value. This is MHC class I binding data. (1) The peptide sequence is YLPYDIFCR. The MHC is HLA-A68:02 with pseudo-sequence HLA-A68:02. The binding affinity (normalized) is 0.0847. (2) The peptide sequence is STDDCFANK. The MHC is HLA-A33:01 with pseudo-sequence HLA-A33:01. The binding affinity (normalized) is 0.141.